This data is from NCI-60 drug combinations with 297,098 pairs across 59 cell lines. The task is: Regression. Given two drug SMILES strings and cell line genomic features, predict the synergy score measuring deviation from expected non-interaction effect. Drug 1: C1CCC(CC1)NC(=O)N(CCCl)N=O. Drug 2: CC1CCC2CC(C(=CC=CC=CC(CC(C(=O)C(C(C(=CC(C(=O)CC(OC(=O)C3CCCCN3C(=O)C(=O)C1(O2)O)C(C)CC4CCC(C(C4)OC)O)C)C)O)OC)C)C)C)OC. Cell line: PC-3. Synergy scores: CSS=23.1, Synergy_ZIP=-10.9, Synergy_Bliss=-11.7, Synergy_Loewe=-15.8, Synergy_HSA=-7.80.